This data is from Full USPTO retrosynthesis dataset with 1.9M reactions from patents (1976-2016). The task is: Predict the reactants needed to synthesize the given product. Given the product [CH:1]1([CH2:6][C@@H:7]([C:20]([NH:22][NH:23][C:24]2[C:29]([F:30])=[C:28]([N:31]3[CH2:36][CH2:35][N:34]([CH3:37])[CH2:33][CH2:32]3)[N:27]=[C:26]([CH2:38][CH3:39])[N:25]=2)=[O:21])[CH2:8][N:9]([OH:12])[CH:10]=[O:11])[CH2:5][CH2:4][CH2:3][CH2:2]1, predict the reactants needed to synthesize it. The reactants are: [CH:1]1([CH2:6][C@@H:7]([C:20]([NH:22][NH:23][C:24]2[C:29]([F:30])=[C:28]([N:31]3[CH2:36][CH2:35][N:34]([CH3:37])[CH2:33][CH2:32]3)[N:27]=[C:26]([CH2:38][CH3:39])[N:25]=2)=[O:21])[CH2:8][N:9]([O:12]CC2C=CC=CC=2)[CH:10]=[O:11])[CH2:5][CH2:4][CH2:3][CH2:2]1.